The task is: Regression. Given a peptide amino acid sequence and an MHC pseudo amino acid sequence, predict their binding affinity value. This is MHC class II binding data.. This data is from Peptide-MHC class II binding affinity with 134,281 pairs from IEDB. (1) The peptide sequence is AGAEPAGKATTEEQK. The MHC is DRB1_0401 with pseudo-sequence DRB1_0401. The binding affinity (normalized) is 0.169. (2) The peptide sequence is KTFEREYPTIKQKKP. The MHC is DRB3_0101 with pseudo-sequence DRB3_0101. The binding affinity (normalized) is 0.250. (3) The peptide sequence is GPIVHDAIHRSAARS. The MHC is DRB1_1101 with pseudo-sequence DRB1_1101. The binding affinity (normalized) is 0.660. (4) The peptide sequence is FLNFLEANGLNAIDF. The MHC is DRB1_0101 with pseudo-sequence DRB1_0101. The binding affinity (normalized) is 1.00. (5) The peptide sequence is GELQIVDKIDAQFKI. The MHC is DRB3_0101 with pseudo-sequence DRB3_0101. The binding affinity (normalized) is 0.660. (6) The peptide sequence is FDPYGATISATPESK. The MHC is HLA-DPA10201-DPB10101 with pseudo-sequence HLA-DPA10201-DPB10101. The binding affinity (normalized) is 0.368. (7) The peptide sequence is KKVGQVTLLDLLKLTVA. The MHC is HLA-DQA10201-DQB10402 with pseudo-sequence HLA-DQA10201-DQB10402. The binding affinity (normalized) is 0.339.